This data is from Forward reaction prediction with 1.9M reactions from USPTO patents (1976-2016). The task is: Predict the product of the given reaction. (1) Given the reactants C([Si](C)(C)[O:6][CH:7]1[CH2:12][CH2:11][CH:10]([CH2:13][O:14][C:15]2[CH:16]=[C:17]([CH:21]=[CH:22][CH:23]=2)[C:18]([OH:20])=O)[CH2:9][CH2:8]1)(C)(C)C.[CH:26]12[NH:33][CH:30]([CH2:31][CH2:32]1)[CH2:29][CH:28]([OH:34])[CH2:27]2, predict the reaction product. The product is: [OH:34][CH:28]1[CH2:27][CH:26]2[N:33]([C:18]([C:17]3[CH:21]=[CH:22][CH:23]=[C:15]([O:14][CH2:13][CH:10]4[CH2:9][CH2:8][CH:7]([OH:6])[CH2:12][CH2:11]4)[CH:16]=3)=[O:20])[CH:30]([CH2:31][CH2:32]2)[CH2:29]1. (2) The product is: [Cl:15][C:16]1[CH:17]=[CH:18][C:19]([C:22]2[CH:27]=[C:26]([CH3:28])[N:25]=[C:24]([C:29]3[O:1][N:2]=[C:3]([C:4]4[CH:9]=[CH:8][C:7]([S:10]([NH2:11])(=[O:12])=[O:13])=[CH:6][CH:5]=4)[N:14]=3)[N:23]=2)=[CH:20][CH:21]=1. Given the reactants [OH:1][NH:2][C:3](=[NH:14])[C:4]1[CH:9]=[CH:8][C:7]([S:10](=[O:13])(=[O:12])[NH2:11])=[CH:6][CH:5]=1.[Cl:15][C:16]1[CH:21]=[CH:20][C:19]([C:22]2[CH:27]=[C:26]([CH3:28])[N:25]=[C:24]([C:29](O)=O)[N:23]=2)=[CH:18][CH:17]=1, predict the reaction product. (3) Given the reactants [C:1]([O:4][C@@H:5]1[CH2:10][CH2:9][CH2:8][CH2:7][C@H:6]1[C:11]1[CH:16]=[CH:15][CH:14]=[CH:13][CH:12]=1)(=[O:3])[CH3:2].[I:17]N1C(=O)CCC1=O, predict the reaction product. The product is: [C:1]([O:4][C@@H:5]1[CH2:10][CH2:9][CH2:8][CH2:7][C@H:6]1[C:11]1[CH:16]=[CH:15][C:14]([I:17])=[CH:13][CH:12]=1)(=[O:3])[CH3:2]. (4) Given the reactants [CH3:1][O:2][C:3]([C:5]1[CH:24]=[CH:23][C:8]([NH:9][CH:10]2[CH2:15][CH2:14][N:13]([C:16]([O:18][C:19]([CH3:22])([CH3:21])[CH3:20])=[O:17])[CH2:12][CH2:11]2)=[CH:7][C:6]=1[N+:25]([O-:27])=[O:26])=[O:4].[C:28]([O:32][C:33](N([C:33]([O:32][C:28]([CH3:31])([CH3:30])[CH3:29])=[O:34])C1C(Br)=CC(C(F)(F)F)=C(Cl)C=1)=[O:34])([CH3:31])([CH3:30])[CH3:29], predict the reaction product. The product is: [CH3:1][O:2][C:3]([C:5]1[CH:24]=[CH:23][C:8]([N:9]([CH:10]2[CH2:15][CH2:14][N:13]([C:16]([O:18][C:19]([CH3:22])([CH3:20])[CH3:21])=[O:17])[CH2:12][CH2:11]2)[C:33]([O:32][C:28]([CH3:31])([CH3:30])[CH3:29])=[O:34])=[CH:7][C:6]=1[N+:25]([O-:27])=[O:26])=[O:4]. (5) Given the reactants [Br:1][C:2]1[CH:9]=[C:8](F)[C:7]([F:11])=[CH:6][C:3]=1[C:4]#[N:5].[NH2:12][C@@H:13]([C:21]([NH2:23])=[O:22])[CH2:14][C:15]1[CH:20]=[CH:19][CH:18]=[CH:17][CH:16]=1.CCN(C(C)C)C(C)C.O, predict the reaction product. The product is: [Br:1][C:2]1[C:3]([C:4]#[N:5])=[CH:6][C:7]([F:11])=[C:8]([NH:12][C@H:13]([CH2:14][C:15]2[CH:20]=[CH:19][CH:18]=[CH:17][CH:16]=2)[C:21]([NH2:23])=[O:22])[CH:9]=1. (6) Given the reactants [C:1]([O:5][C:6](=[O:22])[N:7](C1C=CC=C(O)C=1)[CH2:8][C:9]1[CH:14]=[CH:13][CH:12]=[CH:11][CH:10]=1)([CH3:4])([CH3:3])[CH3:2].Br[CH2:24][C:25]1[CH:34]=[CH:33][C:28]([C:29]([O:31][CH3:32])=[O:30])=[CH:27][CH:26]=1.[C:35](=[O:38])([O-])[O-].[K+].[K+], predict the reaction product. The product is: [C:1]([O:5][C:6]([NH:7][CH:8]([C:9]1[CH:10]=[CH:11][CH:12]=[CH:13][CH:14]=1)[C:10]1[CH:11]=[C:35]([CH:13]=[CH:14][CH:9]=1)[O:38][CH2:24][C:25]1[CH:34]=[CH:33][C:28]([C:29]([O:31][CH3:32])=[O:30])=[CH:27][CH:26]=1)=[O:22])([CH3:2])([CH3:3])[CH3:4]. (7) Given the reactants [Cl:1][C:2]1[CH:7]=[C:6]([F:8])[CH:5]=[CH:4][C:3]=1[CH3:9].[Br:10]Br, predict the reaction product. The product is: [Br:10][C:5]1[C:6]([F:8])=[CH:7][C:2]([Cl:1])=[C:3]([CH3:9])[CH:4]=1. (8) Given the reactants [C:1]([NH:4][C:5]1[CH:6]=[CH:7][C:8]2[O:12][C:11]([CH:13]([NH:20][C:21]3[CH:26]=[CH:25][C:24]([C:27]([N:29]([CH3:37])[CH2:30][CH2:31][C:32]([O:34]CC)=[O:33])=[O:28])=[CH:23][CH:22]=3)[CH:14]3[CH2:19][CH2:18][CH2:17][CH2:16][CH2:15]3)=[C:10]([CH3:38])[C:9]=2[CH:39]=1)(=[O:3])[CH3:2].O1CCCC1.[OH-].[Li+], predict the reaction product. The product is: [C:1]([NH:4][C:5]1[CH:6]=[CH:7][C:8]2[O:12][C:11]([CH:13]([NH:20][C:21]3[CH:22]=[CH:23][C:24]([C:27]([N:29]([CH3:37])[CH2:30][CH2:31][C:32]([OH:34])=[O:33])=[O:28])=[CH:25][CH:26]=3)[CH:14]3[CH2:19][CH2:18][CH2:17][CH2:16][CH2:15]3)=[C:10]([CH3:38])[C:9]=2[CH:39]=1)(=[O:3])[CH3:2].